Dataset: TCR-epitope binding with 47,182 pairs between 192 epitopes and 23,139 TCRs. Task: Binary Classification. Given a T-cell receptor sequence (or CDR3 region) and an epitope sequence, predict whether binding occurs between them. The epitope is ALSKGVHFV. The TCR CDR3 sequence is CSVGQGYEQYF. Result: 1 (the TCR binds to the epitope).